From a dataset of Experimentally validated miRNA-target interactions with 360,000+ pairs, plus equal number of negative samples. Binary Classification. Given a miRNA mature sequence and a target amino acid sequence, predict their likelihood of interaction. (1) The miRNA is hsa-miR-4733-5p with sequence AAUCCCAAUGCUAGACCCGGUG. The protein sequence of the target gene is MAAIRMGKLTTMPAGLIYASVSVHAAKQEESKKQLVKPEQLPIYTAPPLQSKYVEEQPGHLQMGFASIRTATGCYIGWCKGVYVFVKNGIMDTVQFGKDAYVYLKNPPRDFLPKMGVITVSGLAGLVSARKGSKFKKITYPLGLATLGATVCYPVQSVIIAKVTAKKVYATSQQIFGAVKSLWTKSSKEESLPKPKEKTKLGSSSEIEVPAKTTHVLKHSVPLPTELSSEAKTKSESTSGATQFMPDPKLMDHGQSHPEDIDMYSTRS. Result: 1 (interaction). (2) Result: 1 (interaction). The miRNA is hsa-miR-361-5p with sequence UUAUCAGAAUCUCCAGGGGUAC. The protein sequence of the target gene is MAVDIQPACLGLYCGKTLLFKNGSTEIYGECGVCPRGQRTNAQKYCQPCTESPELYDWLYLGFMAMLPLVLHWFFIEWYSGKKSSSALFQHITALFECSMAAIITLLVSDPVGVLYIRSCRVLMLSDWYTMLYNPSPDYVTTVHCTHEAVYPLYTIVFIYYAFCLVLMMLLRPLLVKKIACGLGKSDRFKSIYAALYFFPILTVLQAVGGGLLYYAFPYIILVLSLVTLAVYMSASEIENCYDLLVRKKRLIVLFSHWLLHAYGIISISRVDKLEQDLPLLALVPTPALFYLFTAKFTEP.... (3) The protein sequence of the target gene is MAATALLEAGLARVLFYPTLLYTLFRGKVPGRAHRDWYHRIDPTVLLGALPLRSLTRQLVQDENVRGVITMNEEYETRFLCNSSQEWKRLGVEQLRLSTVDMTGIPTLDNLQKGVQFALKYQSLGQCVYVHCKAGRSRSATMVAAYLIQVHKWSPEEAVRAIAKIRSYIHIRPGQLDVLKEFHKQITARATKDGTFVISKT. The miRNA is rno-miR-298-5p with sequence GGCAGAGGAGGGCUGUUCUUCCC. Result: 0 (no interaction). (4) The miRNA is hsa-miR-4680-5p with sequence AGAACUCUUGCAGUCUUAGAUGU. The protein sequence of the target gene is MGPQRPALRAPLLLLFLLLFLDTSVWAQDATRFKHLRKYVYSYEAESSSGVRGTADSRSATKINCKVELEVPQVCTLIMRTSQCTLKEVYGFNPEGKALMKKTKNSEEFASAMSRYELKLAFPEGKRVALYPDLGEPNYILNIKRGIISALLVPPETEEDKQVLFQDTVYGNCSTQVTVNSRKGTVATEMSTERNLQHCDGFQPISTSVSPLALIKGLVRPLSTLISSSQSCQYTLEPKRKHVSEAICNEQHLFLPFSYKNKYGIMTHVTQKLSLEDTPKINSRFFRGGINQVGLAFEST.... Result: 0 (no interaction). (5) The miRNA is mmu-miR-15b-5p with sequence UAGCAGCACAUCAUGGUUUACA. The protein sequence of the target gene is MSSDRQRSDDESPSTSSGSSDADQRDPAAPEPEEQEERKPSATQQKKNTKLSSKTTAKLSTSAKRIQKELAEITLDPPPNCSAGPKGDNIYEWRSTILGPPGSVYEGGVFFLDITFSSDYPFKPPKVTFRTRIYHCNINSQGVICLDILKDNWSPALTISKVLLSICSLLTDCNPADPLVGSIATQYLTNRAEHDRIARQWTKRYAT. Result: 0 (no interaction). (6) The miRNA is hsa-miR-4704-3p with sequence UCAGUCACAUAUCUAGUGUCUA. The protein sequence of the target gene is MDSGTEEYELNGGLPPGTPGSPDASPARWGWRHGPINVNHYASKKSAAESMLDIALLMANASQLKAVVEQGPSFAFYVPLVVLISISLVLQIGVGVLLIFLVKYDLNNPAKHAKLDFLNNLATGLVFIIVVVNIFITAFGVQKPLMDMAPQQ. Result: 1 (interaction). (7) The miRNA is mmu-miR-9-5p with sequence UCUUUGGUUAUCUAGCUGUAUGA. The protein sequence of the target gene is MASSGVTVSAAGSASEASEVPDNVGDWLRGVFRFATDRNDFRRNLILNLGLFAAGVWLARNLSDIDLMAPQPGV. Result: 1 (interaction).